This data is from Forward reaction prediction with 1.9M reactions from USPTO patents (1976-2016). The task is: Predict the product of the given reaction. Given the reactants [CH3:1][O:2][C:3]1[CH:11]=[CH:10][N:9]=[C:8]2[C:4]=1[CH:5]=[CH:6][NH:7]2.[C:12]1([S:18](Cl)(=[O:20])=[O:19])[CH:17]=[CH:16][CH:15]=[CH:14][CH:13]=1, predict the reaction product. The product is: [C:12]1([S:18]([N:7]2[C:8]3[C:4](=[C:3]([O:2][CH3:1])[CH:11]=[CH:10][N:9]=3)[CH:5]=[CH:6]2)(=[O:20])=[O:19])[CH:17]=[CH:16][CH:15]=[CH:14][CH:13]=1.